This data is from Full USPTO retrosynthesis dataset with 1.9M reactions from patents (1976-2016). The task is: Predict the reactants needed to synthesize the given product. (1) Given the product [OH:1][C:2]1[N:3]=[C:4]2[CH:26]=[C:25]([CH2:27][CH2:28][C:29]3[S:30][CH:31]=[C:32]([CH:34]([CH3:36])[CH3:35])[N:33]=3)[CH:24]=[CH:23][N:5]2[C:6](=[O:22])[C:7]=1[C:8]1[NH:9][N:10]=[N:11][N:12]=1, predict the reactants needed to synthesize it. The reactants are: [OH:1][C:2]1[N:3]=[C:4]2[CH:26]=[C:25]([CH2:27][CH2:28][C:29]3[S:30][CH:31]=[C:32]([CH:34]([CH3:36])[CH3:35])[N:33]=3)[CH:24]=[CH:23][N:5]2[C:6](=[O:22])[C:7]=1[C:8]1[N:9]=[N:10][N:11](CC2C=CC(OC)=CC=2)[N:12]=1.C1(OC)C=CC=CC=1.FC(F)(F)C(O)=O. (2) Given the product [NH2:8][CH2:9][CH2:10][CH2:11][CH2:12][CH2:13][C:14]([NH:16][CH:17]([CH2:21][NH:22][C:23]([C:25]1[CH:26]=[C:27]2[C:31](=[CH:32][CH:33]=1)[N:30]([CH2:34][CH2:35][CH2:36][NH:37][C:38]1[NH:39][CH:40]=[CH:41][N:42]=1)[N:29]=[CH:28]2)=[O:24])[C:18]([OH:20])=[O:19])=[O:15], predict the reactants needed to synthesize it. The reactants are: C(OC([NH:8][CH2:9][CH2:10][CH2:11][CH2:12][CH2:13][C:14]([NH:16][CH:17]([CH2:21][NH:22][C:23]([C:25]1[CH:26]=[C:27]2[C:31](=[CH:32][CH:33]=1)[N:30]([CH2:34][CH2:35][CH2:36][NH:37][C:38]1[NH:39][CH:40]=[CH:41][N:42]=1)[N:29]=[CH:28]2)=[O:24])[C:18]([OH:20])=[O:19])=[O:15])=O)(C)(C)C.FC(F)(F)C(O)=O.